Dataset: Catalyst prediction with 721,799 reactions and 888 catalyst types from USPTO. Task: Predict which catalyst facilitates the given reaction. (1) Reactant: Cl.[OH:2][C@H:3]1[CH2:7][NH:6][C@H:5]([C:8]([NH:10][CH2:11][C:12]2[CH:17]=[CH:16][C:15]([C:18]3[S:22][CH:21]=[N:20][C:19]=3[CH3:23])=[CH:14][C:13]=2[OH:24])=[O:9])[CH2:4]1.[CH3:25][CH:26]([CH3:41])[C@H:27]([N:31]1[CH2:39][C:38]2[C:33](=[CH:34][CH:35]=[CH:36][CH:37]=2)[C:32]1=[O:40])[C:28](O)=[O:29].CCN(C(C)C)C(C)C.CN(C(ON1N=NC2C=CC=NC1=2)=[N+](C)C)C.F[P-](F)(F)(F)(F)F. Product: [OH:2][C@H:3]1[CH2:7][N:6]([C:28](=[O:29])[C@@H:27]([N:31]2[CH2:39][C:38]3[C:33](=[CH:34][CH:35]=[CH:36][CH:37]=3)[C:32]2=[O:40])[CH:26]([CH3:41])[CH3:25])[C@H:5]([C:8]([NH:10][CH2:11][C:12]2[CH:17]=[CH:16][C:15]([C:18]3[S:22][CH:21]=[N:20][C:19]=3[CH3:23])=[CH:14][C:13]=2[OH:24])=[O:9])[CH2:4]1. The catalyst class is: 3. (2) Reactant: C(OC([N:8]1[CH2:11][CH:10]([N:12]2[CH2:17][CH2:16][C:15]([F:19])([F:18])[CH2:14][CH2:13]2)[CH2:9]1)=O)(C)(C)C. Product: [NH:8]1[CH2:11][CH:10]([N:12]2[CH2:17][CH2:16][C:15]([F:18])([F:19])[CH2:14][CH2:13]2)[CH2:9]1. The catalyst class is: 157. (3) Reactant: [Na].[O:2]1[CH:6]=[CH:5][CH:4]=[C:3]1[C:7](=O)/[CH:8]=[C:9](/[O:12][CH:13]([CH3:15])[CH3:14])\SC.[C:17]([CH2:19][C:20]([NH2:22])=[O:21])#[N:18]. Product: [O:2]1[CH:6]=[CH:5][CH:4]=[C:3]1[C:7]1[NH:22][C:20](=[O:21])[C:19]([C:17]#[N:18])=[C:9]([O:12][CH:13]([CH3:15])[CH3:14])[CH:8]=1. The catalyst class is: 32. (4) Reactant: [NH3:1].[CH2:2]([O:4][C:5]([C:7]1[N:8]=[C:9](S(C)(=O)=O)[N:10]([CH3:22])[C:11](=[O:21])[C:12]=1[O:13][CH2:14][C:15]1[CH:20]=[CH:19][CH:18]=[CH:17][CH:16]=1)=[O:6])[CH3:3]. Product: [CH2:2]([O:4][C:5]([C:7]1[N:8]=[C:9]([NH2:1])[N:10]([CH3:22])[C:11](=[O:21])[C:12]=1[O:13][CH2:14][C:15]1[CH:20]=[CH:19][CH:18]=[CH:17][CH:16]=1)=[O:6])[CH3:3]. The catalyst class is: 10. (5) Reactant: [OH:1][CH2:2][CH:3]([CH2:5][OH:6])[OH:4].[H-].[Na+].[S:9]1[CH:13]=[N:12][N:11]=[C:10]1[C:14]1[CH:19]=[CH:18][CH:17]=[CH:16][C:15]=1[NH:20][C:21]([C:23]1[CH:28]=[C:27](Cl)[N:26]=[C:25]([C:30]2[CH:35]=[CH:34][CH:33]=[CH:32][CH:31]=2)[N:24]=1)=[O:22]. Product: [S:9]1[CH:13]=[N:12][N:11]=[C:10]1[C:14]1[CH:19]=[CH:18][CH:17]=[CH:16][C:15]=1[NH:20][C:21]([C:23]1[CH:28]=[C:27]([O:1][CH2:2][CH:3]([OH:4])[CH2:5][OH:6])[N:26]=[C:25]([C:30]2[CH:31]=[CH:32][CH:33]=[CH:34][CH:35]=2)[N:24]=1)=[O:22]. The catalyst class is: 58.